This data is from Full USPTO retrosynthesis dataset with 1.9M reactions from patents (1976-2016). The task is: Predict the reactants needed to synthesize the given product. (1) Given the product [CH3:1][C:2]1[CH:3]=[C:4]([CH:10]=[C:11]([CH3:13])[CH:12]=1)[O:5][CH2:6][CH:7]([OH:8])[CH2:9][NH2:14], predict the reactants needed to synthesize it. The reactants are: [CH3:1][C:2]1[CH:3]=[C:4]([CH:10]=[C:11]([CH3:13])[CH:12]=1)[O:5][CH2:6][CH:7]1[CH2:9][O:8]1.[NH3:14]. (2) The reactants are: [C:1]([C:4]1[S:5][C:6](Cl)=[CH:7][CH:8]=1)(=O)C.[Cl:10][C:11]1[S:15][C:14]([C:16]([CH2:18][C:19]#[N:20])=[O:17])=[CH:13][CH:12]=1.[CH2:21]([N:28]1CCC(=O)CC1)[C:22]1[CH:27]=[CH:26][CH:25]=[CH:24][CH:23]=1.N1CCOCC1.[S]. Given the product [NH2:20][C:19]1[S:5][C:4]2[CH2:1][N:28]([CH2:21][C:22]3[CH:27]=[CH:26][CH:25]=[CH:24][CH:23]=3)[CH2:6][CH2:7][C:8]=2[C:18]=1[C:16]([C:14]1[S:15][C:11]([Cl:10])=[CH:12][CH:13]=1)=[O:17], predict the reactants needed to synthesize it. (3) Given the product [N:21]1([C:2]2[CH:9]=[CH:8][C:5]([C:6]#[N:7])=[CH:4][C:3]=2[C:10]([F:13])([F:12])[F:11])[CH2:25][CH2:24][C:23](=[O:26])[NH:22]1, predict the reactants needed to synthesize it. The reactants are: F[C:2]1[CH:9]=[CH:8][C:5]([C:6]#[N:7])=[CH:4][C:3]=1[C:10]([F:13])([F:12])[F:11].[K].CC(C)([O-])C.Cl.[NH:21]1[CH2:25][CH2:24][C:23](=[O:26])[NH:22]1. (4) Given the product [CH2:20]([O:19][C:17]1[C:16]([Br:27])=[CH:15][N:14]=[C:13]([NH:12][C:10]([NH2:9])=[S:11])[CH:18]=1)[C:21]1[CH:26]=[CH:25][CH:24]=[CH:23][CH:22]=1, predict the reactants needed to synthesize it. The reactants are: C([NH:9][C:10]([NH:12][C:13]1[CH:18]=[C:17]([O:19][CH2:20][C:21]2[CH:26]=[CH:25][CH:24]=[CH:23][CH:22]=2)[C:16]([Br:27])=[CH:15][N:14]=1)=[S:11])(=O)C1C=CC=CC=1.[OH-].[Na+]. (5) Given the product [NH:7]1[C:2](=[O:3])[NH:15][C:13](=[O:14])[C:9]2=[CH:10][CH:11]=[CH:12][N:8]12, predict the reactants needed to synthesize it. The reactants are: Cl[C:2](OCC)=[O:3].[NH2:7][N:8]1[CH:12]=[CH:11][CH:10]=[C:9]1[C:13]([NH2:15])=[O:14].N1C=CC=CC=1. (6) The reactants are: Br[CH2:2][C:3]1[CH:8]=[C:7]([O:9][CH3:10])[CH:6]=[C:5]([F:11])[CH:4]=1.[B:12]1([B:12]2[O:16][C:15]([CH3:18])([CH3:17])[C:14]([CH3:20])([CH3:19])[O:13]2)[O:16][C:15]([CH3:18])([CH3:17])[C:14]([CH3:20])([CH3:19])[O:13]1.F[B-](F)(F)F.C([PH+](C(C)(C)C)C)(C)(C)C.[O-]P([O-])([O-])=O.[K+].[K+].[K+].[Cl-].[NH4+]. Given the product [F:11][C:5]1[CH:4]=[C:3]([CH:8]=[C:7]([O:9][CH3:10])[CH:6]=1)[CH2:2][B:12]1[O:16][C:15]([CH3:18])([CH3:17])[C:14]([CH3:20])([CH3:19])[O:13]1, predict the reactants needed to synthesize it. (7) Given the product [NH:38]1[C:27]([CH2:26][CH2:25][CH2:24][S:23][C:9]2[N:10]([CH2:12][C:13]3[C:22]4[C:17](=[CH:18][CH:19]=[CH:20][CH:21]=4)[CH:16]=[CH:15][CH:14]=3)[CH:11]=[C:5]3[C:6]=2[C:7](=[O:8])[N:2]([CH3:1])[C:3](=[O:33])[N:4]3[CH2:29][CH:30]([CH3:31])[CH3:32])=[N:28][N:40]=[N:39]1, predict the reactants needed to synthesize it. The reactants are: [CH3:1][N:2]1[C:7](=[O:8])[C:6]2=[C:9]([S:23][CH2:24][CH2:25][CH2:26][C:27]#[N:28])[N:10]([CH2:12][C:13]3[C:22]4[C:17](=[CH:18][CH:19]=[CH:20][CH:21]=4)[CH:16]=[CH:15][CH:14]=3)[CH:11]=[C:5]2[N:4]([CH2:29][CH:30]([CH3:32])[CH3:31])[C:3]1=[O:33].C[Sn]([N:38]=[N+:39]=[N-:40])(C)C. (8) The reactants are: [NH2:1][C:2]1[CH:7]=[C:6](F)[CH:5]=[C:4](F)[C:3]=1[NH2:10].S(=O)(O)[O-].[Na+].[CH3:16]N(C)C(=O)C. Given the product [N:10]1[C:3]2[CH:4]=[CH:5][CH:6]=[CH:7][C:2]=2[NH:1][CH:16]=1, predict the reactants needed to synthesize it.